Dataset: Reaction yield outcomes from USPTO patents with 853,638 reactions. Task: Predict the reaction yield, written as a fraction of the theoretical maximum amount of product (1.0 means a 100% yield; for example, 0.34 means a 34% yield). The reactants are [C:1]1([NH:7][C:8](=[O:17])[CH2:9][CH:10]([CH2:15]O)[CH2:11][CH2:12][CH2:13][CH3:14])[CH:6]=[CH:5][CH:4]=[CH:3][CH:2]=1.C1(P(C2C=CC=CC=2)C2C=CC=CC=2)C=CC=CC=1.N(C(OCC)=O)=NC(OCC)=O. The catalyst is C1COCC1. The product is [CH2:11]([CH:10]1[CH2:15][N:7]([C:1]2[CH:6]=[CH:5][CH:4]=[CH:3][CH:2]=2)[C:8](=[O:17])[CH2:9]1)[CH2:12][CH2:13][CH3:14]. The yield is 0.720.